From a dataset of Full USPTO retrosynthesis dataset with 1.9M reactions from patents (1976-2016). Predict the reactants needed to synthesize the given product. (1) Given the product [Br:1][C:2]1[CH:3]=[CH:4][C:5]([F:22])=[C:6]([C@@:8]2([CH3:21])[N:17]=[C:16]([NH2:23])[C:11]3([CH2:15][CH:14]=[CH:13][CH2:12]3)[S:10](=[O:20])(=[O:19])[CH2:9]2)[CH:7]=1, predict the reactants needed to synthesize it. The reactants are: [Br:1][C:2]1[CH:3]=[CH:4][C:5]([F:22])=[C:6]([C@@:8]2([CH3:21])[NH:17][C:16](=S)[C:11]3([CH2:15][CH:14]=[CH:13][CH2:12]3)[S:10](=[O:20])(=[O:19])[CH2:9]2)[CH:7]=1.[NH3:23]. (2) Given the product [CH2:1]([N:5]([CH2:6][CH2:7][CH2:8][CH3:9])[CH2:12][CH2:11][C:10]([OH:14])=[O:13])[CH2:2][CH2:3][CH3:4], predict the reactants needed to synthesize it. The reactants are: [CH2:1]([NH:5][CH2:6][CH2:7][CH2:8][CH3:9])[CH2:2][CH2:3][CH3:4].[C:10]([OH:14])(=[O:13])[CH:11]=[CH2:12].[NH4+].[OH-].II. (3) Given the product [CH2:1]([O:8][C:9]([N:11]1[CH2:16][CH2:15][C:14](=[O:17])[CH2:13][CH:12]1[C:18]1[CH:23]=[CH:22][C:21]([F:24])=[CH:20][C:19]=1[CH3:25])=[O:10])[C:2]1[CH:3]=[CH:4][CH:5]=[CH:6][CH:7]=1, predict the reactants needed to synthesize it. The reactants are: [CH2:1]([O:8][C:9]([N:11]1[CH:16]=[CH:15][C:14](=[O:17])[CH2:13][CH:12]1[C:18]1[CH:23]=[CH:22][C:21]([F:24])=[CH:20][C:19]=1[CH3:25])=[O:10])[C:2]1[CH:7]=[CH:6][CH:5]=[CH:4][CH:3]=1. (4) Given the product [CH2:24]([O:31][C:32]1[CH:39]=[CH:38][C:35]([C:36]2[N:23]=[C:20]3[CH:19]=[CH:18][C:17]([O:16][CH2:15][CH:12]4[CH2:13][CH2:14]4)=[CH:22][N:21]3[N:1]=2)=[CH:34][CH:33]=1)[C:25]1[CH:30]=[CH:29][CH:28]=[CH:27][CH:26]=1, predict the reactants needed to synthesize it. The reactants are: [NH2:1]OS(=O)(=O)O.C(=O)([O-])O.[Na+].[CH:12]1([CH2:15][O:16][C:17]2[CH:18]=[CH:19][C:20]([NH2:23])=[N:21][CH:22]=2)[CH2:14][CH2:13]1.[CH2:24]([O:31][C:32]1[CH:39]=[CH:38][C:35]([CH:36]=O)=[CH:34][CH:33]=1)[C:25]1[CH:30]=[CH:29][CH:28]=[CH:27][CH:26]=1.C(=O)([O-])[O-].[K+].[K+]. (5) The reactants are: [Li+].[Cl-].[C:3](/[CH:5]=[CH:6]/[C:7]1[CH:8]=[C:9]([CH:21]=[CH:22][CH:23]=1)[O:10][C:11]1[CH:18]=[CH:17][C:14]([C:15]#[N:16])=[CH:13][C:12]=1[O:19]C)#[N:4].O.Cl. Given the product [C:3](/[CH:5]=[CH:6]/[C:7]1[CH:8]=[C:9]([CH:21]=[CH:22][CH:23]=1)[O:10][C:11]1[CH:18]=[CH:17][C:14]([C:15]#[N:16])=[CH:13][C:12]=1[OH:19])#[N:4], predict the reactants needed to synthesize it. (6) Given the product [CH2:14]([N:16]1[CH2:21][CH2:20][N:19]([C:2]2[C:7]([N+:8]([O-:10])=[O:9])=[CH:6][C:5]([N+:11]([O-:13])=[O:12])=[CH:4][N:3]=2)[CH2:18][CH2:17]1)[CH3:15], predict the reactants needed to synthesize it. The reactants are: Cl[C:2]1[C:7]([N+:8]([O-:10])=[O:9])=[CH:6][C:5]([N+:11]([O-:13])=[O:12])=[CH:4][N:3]=1.[CH2:14]([N:16]1[CH2:21][CH2:20][NH:19][CH2:18][CH2:17]1)[CH3:15]. (7) Given the product [Cl:1][C:2]1[CH:3]=[CH:4][C:5]([C:8]2[C:9]([CH3:14])=[N:10][N:11]3[C:25](=[O:26])[CH:24]=[C:23]([C:20]4[CH:19]=[CH:18][C:17]([O:16][CH3:15])=[CH:22][CH:21]=4)[NH:13][C:12]=23)=[CH:6][CH:7]=1, predict the reactants needed to synthesize it. The reactants are: [Cl:1][C:2]1[CH:7]=[CH:6][C:5]([C:8]2[C:9]([CH3:14])=[N:10][NH:11][C:12]=2[NH2:13])=[CH:4][CH:3]=1.[CH3:15][O:16][C:17]1[CH:22]=[CH:21][C:20]([C:23](=O)[CH2:24][C:25](OC)=[O:26])=[CH:19][CH:18]=1. (8) Given the product [Cl:19][C:20]1[CH:28]=[C:27]2[CH2:26][CH2:25][CH:24]([NH:1][C:2]3[CH:3]=[CH:4][C:5]([F:18])=[C:6]([C@:8]4([CH3:17])[C@@H:14]([F:15])[CH2:13][O:12][CH2:11][C:10]([NH2:16])=[N:9]4)[CH:7]=3)[C:23]2=[N:22][CH:21]=1, predict the reactants needed to synthesize it. The reactants are: [NH2:1][C:2]1[CH:3]=[CH:4][C:5]([F:18])=[C:6]([C@:8]2([CH3:17])[C@@H:14]([F:15])[CH2:13][O:12][CH2:11][C:10]([NH2:16])=[N:9]2)[CH:7]=1.[Cl:19][C:20]1[CH:21]=[N:22][C:23]2[C:24](=O)[CH2:25][CH2:26][C:27]=2[CH:28]=1.C(O)(=O)C.C(O[BH-](OC(=O)C)OC(=O)C)(=O)C.[Na+].Cl. (9) The reactants are: [I:1][C:2]1[CH:3]=[C:4]2[C:8](=[CH:9][CH:10]=1)[CH2:7][NH:6][CH2:5]2.[C:11](O[C:11]([O:13][C:14]([CH3:17])([CH3:16])[CH3:15])=[O:12])([O:13][C:14]([CH3:17])([CH3:16])[CH3:15])=[O:12].C(N(CC)CC)C.O. Given the product [I:1][C:2]1[CH:3]=[C:4]2[C:8](=[CH:9][CH:10]=1)[CH2:7][N:6]([C:11]([O:13][C:14]([CH3:17])([CH3:16])[CH3:15])=[O:12])[CH2:5]2, predict the reactants needed to synthesize it. (10) Given the product [Br:1][C:2]1[CH:7]=[CH:6][C:5]([N:8]2[C:13]([Cl:22])=[CH:12][C:11](=[O:15])[N:10]([CH:16]3[CH2:18][CH2:17]3)[C:9]2=[O:19])=[CH:4][CH:3]=1, predict the reactants needed to synthesize it. The reactants are: [Br:1][C:2]1[CH:7]=[CH:6][C:5]([N:8]2[C:13](=O)[CH2:12][C:11](=[O:15])[N:10]([CH:16]3[CH2:18][CH2:17]3)[C:9]2=[O:19])=[CH:4][CH:3]=1.P(Cl)(Cl)([Cl:22])=O.BrC1C=CC(N2C(=O)C=C(Cl)N(C3CC3)C2=O)=CC=1.